From a dataset of Forward reaction prediction with 1.9M reactions from USPTO patents (1976-2016). Predict the product of the given reaction. (1) Given the reactants [F:1][C:2]1[CH:23]=[CH:22][CH:21]=[CH:20][C:3]=1[CH2:4][N:5]1[C:14](=[O:15])[C:13]2[C:8](=[CH:9][C:10]([C:16]([O:18]C)=[O:17])=[CH:11][CH:12]=2)[N:7]=[CH:6]1.O[Li].O, predict the reaction product. The product is: [F:1][C:2]1[CH:23]=[CH:22][CH:21]=[CH:20][C:3]=1[CH2:4][N:5]1[C:14](=[O:15])[C:13]2[C:8](=[CH:9][C:10]([C:16]([OH:18])=[O:17])=[CH:11][CH:12]=2)[N:7]=[CH:6]1. (2) Given the reactants [CH3:1][C:2]1[CH:10]=[C:9]([CH3:11])[CH:8]=[C:7]2[C:3]=1[C:4](=[O:13])C(=O)[NH:6]2.OO.Cl.C(O)(=[O:19])C, predict the reaction product. The product is: [NH2:6][C:7]1[CH:8]=[C:9]([CH3:11])[CH:10]=[C:2]([CH3:1])[C:3]=1[C:4]([OH:13])=[O:19]. (3) Given the reactants C(Cl)(=O)C(Cl)=O.CS(C)=O.[CH3:11][O:12][C:13]1[N:18]=[C:17]([CH2:19][OH:20])[CH:16]=[C:15]([NH:21][CH2:22][CH2:23][C:24]2[CH:29]=[CH:28][C:27]([O:30][CH3:31])=[CH:26][CH:25]=2)[N:14]=1.C(N(CC)CC)C, predict the reaction product. The product is: [CH3:11][O:12][C:13]1[N:18]=[C:17]([CH:19]=[O:20])[CH:16]=[C:15]([NH:21][CH2:22][CH2:23][C:24]2[CH:25]=[CH:26][C:27]([O:30][CH3:31])=[CH:28][CH:29]=2)[N:14]=1. (4) Given the reactants [C:1]([O:5][C:6](=[O:34])[CH2:7][CH2:8][C@@H:9]([C:25](N1[C@H](C)COC1=O)=[O:26])[CH2:10][C@H:11]1[CH2:15][O:14][C:13]([CH3:17])([CH3:16])[N:12]1[C:18]([O:20][C:21]([CH3:24])([CH3:23])[CH3:22])=[O:19])([CH3:4])([CH3:3])[CH3:2].CO.[BH4-].[Na+], predict the reaction product. The product is: [C:1]([O:5][C:6](=[O:34])[CH2:7][CH2:8][C@@H:9]([CH2:25][OH:26])[CH2:10][C@H:11]1[CH2:15][O:14][C:13]([CH3:17])([CH3:16])[N:12]1[C:18]([O:20][C:21]([CH3:24])([CH3:23])[CH3:22])=[O:19])([CH3:3])([CH3:2])[CH3:4]. (5) Given the reactants [CH3:1][NH:2][C:3]1[CH:8]=[CH:7][CH:6]=[CH:5][C:4]=1[N+:9]([O-])=O.[H][H].[Cl:14][CH2:15][C:16](O)=O.Cl.C(=O)(O)[O-].[Na+], predict the reaction product. The product is: [Cl:14][CH2:15][C:16]1[N:2]([CH3:1])[C:3]2[CH:8]=[CH:7][CH:6]=[CH:5][C:4]=2[N:9]=1.